Dataset: Reaction yield outcomes from USPTO patents with 853,638 reactions. Task: Predict the reaction yield, written as a fraction of the theoretical maximum amount of product (1.0 means a 100% yield; for example, 0.34 means a 34% yield). The reactants are [CH2:1]([O:8][CH2:9][CH:10]([CH2:12][O:13][Si:14]([C:17]([CH3:20])([CH3:19])[CH3:18])([CH3:16])[CH3:15])[OH:11])[C:2]1[CH:7]=[CH:6][CH:5]=[CH:4][CH:3]=1.[H-].[Na+].[CH3:23]I. The catalyst is C1COCC1. The product is [CH2:1]([O:8][CH2:9][CH:10]([CH2:12][O:13][Si:14]([C:17]([CH3:20])([CH3:19])[CH3:18])([CH3:15])[CH3:16])[O:11][CH3:23])[C:2]1[CH:7]=[CH:6][CH:5]=[CH:4][CH:3]=1. The yield is 0.740.